The task is: Predict the reactants needed to synthesize the given product.. This data is from Full USPTO retrosynthesis dataset with 1.9M reactions from patents (1976-2016). (1) Given the product [NH:34]1[C:35]([C:36]2[CH:37]=[C:38]([CH:42]=[CH:43][CH:44]=2)[C:39]([NH:1][C:2]2[CH:7]=[CH:6][CH:5]=[CH:4][C:3]=2[C:8]2[S:9][C:10]3[C:15]([N:16]=2)=[CH:14][C:13]([CH2:17][N:18]2[CH2:23][CH2:22][N:21]([C:24]([O:26][C:27]([CH3:30])([CH3:29])[CH3:28])=[O:25])[CH2:20][CH2:19]2)=[CH:12][N:11]=3)=[O:40])=[N:31][N:32]=[N:33]1, predict the reactants needed to synthesize it. The reactants are: [NH2:1][C:2]1[CH:7]=[CH:6][CH:5]=[CH:4][C:3]=1[C:8]1[S:9][C:10]2[C:15]([N:16]=1)=[CH:14][C:13]([CH2:17][N:18]1[CH2:23][CH2:22][N:21]([C:24]([O:26][C:27]([CH3:30])([CH3:29])[CH3:28])=[O:25])[CH2:20][CH2:19]1)=[CH:12][N:11]=2.[NH:31]1[C:35]([C:36]2[CH:37]=[C:38]([CH:42]=[CH:43][CH:44]=2)[C:39](O)=[O:40])=[N:34][N:33]=[N:32]1.CN(C(ON1N=NC2C=CC=NC1=2)=[N+](C)C)C.F[P-](F)(F)(F)(F)F.CCN(C(C)C)C(C)C. (2) Given the product [C:13]([C:12](=[CH:4][C:3]1[CH:6]=[CH:7][C:8]([F:10])=[CH:9][C:2]=1[Cl:1])[C:11]([O:17][CH3:18])=[O:16])(=[O:14])[CH3:15], predict the reactants needed to synthesize it. The reactants are: [Cl:1][C:2]1[CH:9]=[C:8]([F:10])[CH:7]=[CH:6][C:3]=1[CH:4]=O.[C:11]([O:17][CH3:18])(=[O:16])[CH2:12][C:13]([CH3:15])=[O:14].C(O)(=O)C.N1CCCCC1. (3) The reactants are: [Br:1][C:2]1[CH:9]=[CH:8][C:5]([CH:6]=[O:7])=[C:4]([CH3:10])[N:3]=1.CC(C)=[O:13].OS(O)(=O)=O.O=[Cr](=O)=O.C([O-])(O)=O.[Na+]. Given the product [Br:1][C:2]1[CH:9]=[CH:8][C:5]([C:6]([OH:13])=[O:7])=[C:4]([CH3:10])[N:3]=1, predict the reactants needed to synthesize it. (4) Given the product [CH2:1]([O:3][C:4](=[O:30])[CH2:5][CH:6]([C:23]1[CH:24]=[N:25][C:26]([NH2:29])=[CH:27][CH:28]=1)[CH2:7][CH2:8][CH2:9][CH2:10][CH2:11][CH2:12][C:13]1[CH:22]=[CH:21][C:20]2[CH2:19][CH2:18][CH2:17][NH:16][C:15]=2[N:14]=1)[CH3:2], predict the reactants needed to synthesize it. The reactants are: [CH2:1]([O:3][C:4](=[O:30])[CH:5]=[C:6]([C:23]1[CH:24]=[N:25][C:26]([NH2:29])=[CH:27][CH:28]=1)[CH2:7][CH2:8][CH2:9][CH2:10][CH2:11][CH2:12][C:13]1[CH:22]=[CH:21][C:20]2[C:15](=[N:16][CH:17]=[CH:18][CH:19]=2)[N:14]=1)[CH3:2]. (5) Given the product [F:16][C:15]1[CH:14]=[C:13]([C:17]([OH:20])([CH3:18])[CH3:19])[CH:12]=[C:11]([F:21])[C:10]=1[C:4]1[S:3][C:2]([NH:1][C:23]2[CH:24]=[CH:25][CH:26]=[C:27]([NH:29][S:30]([N:33]([CH3:35])[CH3:34])(=[O:32])=[O:31])[N:28]=2)=[C:6]([C:7]([NH2:9])=[O:8])[CH:5]=1, predict the reactants needed to synthesize it. The reactants are: [NH2:1][C:2]1[S:3][C:4]([C:10]2[C:15]([F:16])=[CH:14][C:13]([C:17]([OH:20])([CH3:19])[CH3:18])=[CH:12][C:11]=2[F:21])=[CH:5][C:6]=1[C:7]([NH2:9])=[O:8].Br[C:23]1[N:28]=[C:27]([NH:29][S:30]([N:33]([CH3:35])[CH3:34])(=[O:32])=[O:31])[CH:26]=[CH:25][CH:24]=1. (6) Given the product [CH:1]([C:3]1[C:8]([O:9][CH2:20][C:21]2[C:22]([C:27]3[N:31]([CH:32]([CH3:34])[CH3:33])[N:30]=[CH:29][CH:28]=3)=[N:23][CH:24]=[CH:25][CH:26]=2)=[CH:7][CH:6]=[CH:5][C:4]=1[NH:10][C:11](=[O:17])[O:12][C:13]([CH3:14])([CH3:16])[CH3:15])=[O:2], predict the reactants needed to synthesize it. The reactants are: [CH:1]([C:3]1[C:8]([OH:9])=[CH:7][CH:6]=[CH:5][C:4]=1[NH:10][C:11](=[O:17])[O:12][C:13]([CH3:16])([CH3:15])[CH3:14])=[O:2].[Cl-].Cl[CH2:20][C:21]1[C:22]([C:27]2[N:31]([CH:32]([CH3:34])[CH3:33])[N:30]=[CH:29][CH:28]=2)=[NH+:23][CH:24]=[CH:25][CH:26]=1.C(=O)([O-])[O-].[K+].[K+].O.